Dataset: Forward reaction prediction with 1.9M reactions from USPTO patents (1976-2016). Task: Predict the product of the given reaction. Given the reactants [CH3:1][S:2](Cl)(=[O:4])=[O:3].[F:6][C:7]1[CH:8]=[C:9]([C:20]23[CH2:27][CH2:26][C:23]([CH2:28][CH2:29][OH:30])([CH2:24][CH2:25]2)[CH2:22][O:21]3)[CH:10]=[C:11]([O:13][CH:14]2[CH2:19][CH2:18][CH2:17][CH2:16][O:15]2)[CH:12]=1, predict the reaction product. The product is: [CH3:1][S:2]([O:30][CH2:29][CH2:28][C:23]12[CH2:24][CH2:25][C:20]([C:9]3[CH:10]=[C:11]([O:13][CH:14]4[CH2:19][CH2:18][CH2:17][CH2:16][O:15]4)[CH:12]=[C:7]([F:6])[CH:8]=3)([CH2:27][CH2:26]1)[O:21][CH2:22]2)(=[O:4])=[O:3].